From a dataset of Full USPTO retrosynthesis dataset with 1.9M reactions from patents (1976-2016). Predict the reactants needed to synthesize the given product. (1) Given the product [CH:2]([CH:15]1[C:20](=[O:21])[CH2:19][CH2:18][N:17]([C:25](/[C:26](/[NH:27][C:23](=[O:24])[CH3:22])=[CH:28]\[CH:29]2[CH2:34][CH2:33][CH2:32][NH:31][CH2:30]2)=[O:35])[CH2:16]1)([C:9]1[CH:14]=[CH:13][CH:12]=[CH:11][CH:10]=1)[C:3]1[CH:4]=[CH:5][CH:6]=[CH:7][CH:8]=1, predict the reactants needed to synthesize it. The reactants are: Cl.[CH:2]([CH:15]1[C:20](=[O:21])[CH2:19][CH2:18][NH:17][CH2:16]1)([C:9]1[CH:14]=[CH:13][CH:12]=[CH:11][CH:10]=1)[C:3]1[CH:8]=[CH:7][CH:6]=[CH:5][CH:4]=1.[CH3:22][C:23]1[O:24][C:25](=[O:35])[C:26](=[CH:28][C:29]2[CH:30]=[N:31][CH:32]=[CH:33][CH:34]=2)[N:27]=1.C(N(CC)CC)C.O. (2) Given the product [CH3:3][N:4]1[C:11](=[O:12])[CH2:10][N:9]([CH2:14][C:15]2[CH:20]=[CH:19][CH:18]=[CH:17][CH:16]=2)[C:8](=[O:13])[C:5]21[CH2:7][CH2:6]2, predict the reactants needed to synthesize it. The reactants are: [H-].[Na+].[CH3:3][N:4]1[C:11](=[O:12])[CH2:10][NH:9][C:8](=[O:13])[C:5]21[CH2:7][CH2:6]2.[CH2:14](Br)[C:15]1[CH:20]=[CH:19][CH:18]=[CH:17][CH:16]=1. (3) Given the product [OH:35][C:18]1[CH:19]=[CH:20][C:21]2[N:25]=[C:24]([C:26]3[CH:34]=[CH:33][C:29]([C:30]([N:5]4[CH2:6][CH2:7][N:2]([CH3:1])[CH2:3][CH2:4]4)=[O:31])=[CH:28][CH:27]=3)[NH:23][C:22]=2[C:17]=1[CH:15]=[O:16], predict the reactants needed to synthesize it. The reactants are: [CH3:1][N:2]1[CH2:7][CH2:6][NH:5][CH2:4][CH2:3]1.C(N(CC)CC)C.[CH:15]([C:17]1[C:22]2[NH:23][C:24]([C:26]3[CH:34]=[CH:33][C:29]([C:30](O)=[O:31])=[CH:28][CH:27]=3)=[N:25][C:21]=2[CH:20]=[CH:19][C:18]=1[OH:35])=[O:16].ON1C2C=CC=CC=2N=N1.Cl.C(N=C=NCCCN(C)C)C.